Dataset: Full USPTO retrosynthesis dataset with 1.9M reactions from patents (1976-2016). Task: Predict the reactants needed to synthesize the given product. (1) Given the product [CH2:1]([C:5]1[C:6]([C:16]2[O:18][N:23]=[C:22]([C:24]3[CH:25]=[CH:26][C:27]([CH2:28][N:29]4[CH2:30][CH:31]([C:33]([O:35][C:36]([CH3:37])([CH3:39])[CH3:38])=[O:34])[CH2:32]4)=[CH:40][CH:41]=3)[N:21]=2)=[N:7][O:8][C:9]=1[C:10]1[CH:11]=[CH:12][CH:13]=[CH:14][CH:15]=1)[CH:2]([CH3:3])[CH3:4], predict the reactants needed to synthesize it. The reactants are: [CH2:1]([C:5]1[C:6]([C:16]([OH:18])=O)=[N:7][O:8][C:9]=1[C:10]1[CH:15]=[CH:14][CH:13]=[CH:12][CH:11]=1)[CH:2]([CH3:4])[CH3:3].[Li].O/[N:21]=[C:22](/[C:24]1[CH:41]=[CH:40][C:27]([CH2:28][N:29]2[CH2:32][CH:31]([C:33]([O:35][C:36]([CH3:39])([CH3:38])[CH3:37])=[O:34])[CH2:30]2)=[CH:26][CH:25]=1)\[NH2:23].Cl.C(N=C=NCCCN(C)C)C.C1C=CC2N(O)N=NC=2C=1. (2) Given the product [C:2]1([N:8]([CH2:32][CH2:33][C:34]([O:36][CH3:37])=[O:35])[C:9]([C:11]2[CH:31]=[CH:30][C:14]3[N:15]([CH3:29])[C:16]([CH2:18][NH:19][C:20]4[CH:25]=[CH:24][C:23]([C:26](=[NH:27])[NH:28][C:39]([O:41][CH:42]5[CH2:47][CH2:46][CH2:45][CH2:44][CH2:43]5)=[O:40])=[CH:22][CH:21]=4)=[N:17][C:13]=3[CH:12]=2)=[O:10])[CH:3]=[CH:4][CH:5]=[CH:6][CH:7]=1, predict the reactants needed to synthesize it. The reactants are: Cl.[C:2]1([N:8]([CH2:32][CH2:33][C:34]([O:36][CH3:37])=[O:35])[C:9]([C:11]2[CH:31]=[CH:30][C:14]3[N:15]([CH3:29])[C:16]([CH2:18][NH:19][C:20]4[CH:25]=[CH:24][C:23]([C:26](=[NH:28])[NH2:27])=[CH:22][CH:21]=4)=[N:17][C:13]=3[CH:12]=2)=[O:10])[CH:7]=[CH:6][CH:5]=[CH:4][CH:3]=1.Cl[C:39]([O:41][CH:42]1[CH2:47][CH2:46][CH2:45][CH2:44][CH2:43]1)=[O:40]. (3) Given the product [ClH:1].[Cl:1][C:2]1[C:11]2[C:10](=[O:12])[N:9]([CH3:27])[C@@H:8]3[CH2:13][NH:14][CH2:15][C@H:7]3[C:6]=2[CH:5]=[C:4]([CH2:23][CH2:24][CH3:25])[CH:3]=1, predict the reactants needed to synthesize it. The reactants are: [Cl:1][C:2]1[C:11]2[C:10](=[O:12])[NH:9][C@@H:8]3[CH2:13][N:14](C(OC(C)(C)C)=O)[CH2:15][C@H:7]3[C:6]=2[CH:5]=[C:4]([CH2:23][CH2:24][CH3:25])[CH:3]=1.Br[C:27]1C=CC(C(N(CC)CC)=O)=C(Cl)C=1. (4) Given the product [CH2:1]([O:8][CH2:9][CH2:10][N:11]([CH2:21][C:22]1[C:23]([CH2:35][OH:34])=[C:24]([OH:32])[C:25]([C:28]([O:30][CH3:31])=[O:29])=[N:26][CH:27]=1)[CH2:12][CH2:13][C:14]1[CH:15]=[CH:16][C:17]([F:20])=[CH:18][CH:19]=1)[C:2]1[CH:3]=[CH:4][CH:5]=[CH:6][CH:7]=1, predict the reactants needed to synthesize it. The reactants are: [CH2:1]([O:8][CH2:9][CH2:10][N:11]([CH2:21][C:22]1[CH:27]=[N:26][C:25]([C:28]([O:30][CH3:31])=[O:29])=[C:24]2[O:32]C(C)(C)[O:34][CH2:35][C:23]=12)[CH2:12][CH2:13][C:14]1[CH:19]=[CH:18][C:17]([F:20])=[CH:16][CH:15]=1)[C:2]1[CH:7]=[CH:6][CH:5]=[CH:4][CH:3]=1. (5) Given the product [C:11]([C:9]1[O:8][C:4]2[N:5]=[CH:6][N:7]=[C:2]([NH:15][C:16]3[CH:20]=[C:19]([C:21]([CH3:24])([CH3:22])[CH3:23])[Se:18][C:17]=3[C:25]([NH2:27])=[O:26])[C:3]=2[CH:10]=1)([CH3:14])([CH3:13])[CH3:12], predict the reactants needed to synthesize it. The reactants are: Cl[C:2]1[C:3]2[CH:10]=[C:9]([C:11]([CH3:14])([CH3:13])[CH3:12])[O:8][C:4]=2[N:5]=[CH:6][N:7]=1.[NH2:15][C:16]1[CH:20]=[C:19]([C:21]([CH3:24])([CH3:23])[CH3:22])[Se:18][C:17]=1[C:25]([NH2:27])=[O:26].CN(C=O)C.[OH-].[Na+]. (6) The reactants are: Cl[C:2]1[CH:7]=[N:6][CH:5]=[CH:4][N:3]=1.[N+:8]([C:11]1[CH:12]=[C:13](B(O)O)[CH:14]=[CH:15][CH:16]=1)([O-:10])=[O:9].C(=O)([O-])[O-].[Na+].[Na+]. Given the product [N+:8]([C:11]1[CH:16]=[C:15]([C:2]2[CH:7]=[N:6][CH:5]=[CH:4][N:3]=2)[CH:14]=[CH:13][CH:12]=1)([O-:10])=[O:9], predict the reactants needed to synthesize it. (7) Given the product [Cl:30][C:27]1[CH:28]=[CH:29][C:24]([C:21]2[S:22][CH:23]=[C:19]([CH2:18][S:17][C:4]3[C:5]([C:15]#[N:16])=[C:6]([C:10]4[S:14][CH:13]=[N:12][CH:11]=4)[C:7]([C:8]#[N:9])=[C:2]([N:32]4[CH2:35][CH:34]([OH:36])[CH2:33]4)[N:3]=3)[N:20]=2)=[CH:25][CH:26]=1, predict the reactants needed to synthesize it. The reactants are: Cl[C:2]1[C:7]([C:8]#[N:9])=[C:6]([C:10]2[S:14][CH:13]=[N:12][CH:11]=2)[C:5]([C:15]#[N:16])=[C:4]([S:17][CH2:18][C:19]2[N:20]=[C:21]([C:24]3[CH:29]=[CH:28][C:27]([Cl:30])=[CH:26][CH:25]=3)[S:22][CH:23]=2)[N:3]=1.Cl.[NH:32]1[CH2:35][CH:34]([OH:36])[CH2:33]1.C(N(C(C)C)C(C)C)C. (8) Given the product [C:16]([O:20][C:21]([N:23]1[CH:28]2[CH2:29][CH2:30][CH:24]1[CH2:25][C:26]([OH:31])([C:37]1[N:32]=[N:33][CH:34]=[CH:35][CH:36]=1)[CH2:27]2)=[O:22])([CH3:19])([CH3:17])[CH3:18], predict the reactants needed to synthesize it. The reactants are: C([Li])CCC.CC1(C)CCCC(C)(C)N1.[C:16]([O:20][C:21]([N:23]1[CH:28]2[CH2:29][CH2:30][CH:24]1[CH2:25][C:26](=[O:31])[CH2:27]2)=[O:22])([CH3:19])([CH3:18])[CH3:17].[N:32]1[CH:37]=[CH:36][CH:35]=[CH:34][N:33]=1.[Cl-].[NH4+]. (9) Given the product [C:1]([O:5][C:6]([NH:8][C@@H:9]1[C:25]2[CH:26]=[C:21]([CH:22]=[CH:23][N:24]=2)[N:20]2[C:16](=[CH:17][C:18]([C:27]([O:29][CH2:30][CH3:31])=[O:28])=[N:19]2)[NH:15][C:14](=[O:32])[CH:13]([CH3:33])[CH2:12][CH2:11][CH2:10]1)=[O:7])([CH3:4])([CH3:3])[CH3:2], predict the reactants needed to synthesize it. The reactants are: [C:1]([O:5][C:6]([NH:8][C@@H:9]1[C:25]2[CH:26]=[C:21]([CH:22]=[CH:23][N:24]=2)[N:20]2[C:16](=[CH:17][C:18]([C:27]([O:29][CH2:30][CH3:31])=[O:28])=[N:19]2)[NH:15][C:14](=[O:32])[CH:13]([CH3:33])[CH:12]=[CH:11][CH2:10]1)=[O:7])([CH3:4])([CH3:3])[CH3:2].